Dataset: NCI-60 drug combinations with 297,098 pairs across 59 cell lines. Task: Regression. Given two drug SMILES strings and cell line genomic features, predict the synergy score measuring deviation from expected non-interaction effect. (1) Cell line: UO-31. Synergy scores: CSS=30.6, Synergy_ZIP=-3.80, Synergy_Bliss=-1.20, Synergy_Loewe=-0.969, Synergy_HSA=1.22. Drug 1: C1CC(C1)(C(=O)O)C(=O)O.[NH2-].[NH2-].[Pt+2]. Drug 2: CC1C(C(CC(O1)OC2CC(CC3=C2C(=C4C(=C3O)C(=O)C5=C(C4=O)C(=CC=C5)OC)O)(C(=O)CO)O)N)O.Cl. (2) Drug 1: CC1=CC2C(CCC3(C2CCC3(C(=O)C)OC(=O)C)C)C4(C1=CC(=O)CC4)C. Drug 2: CNC(=O)C1=NC=CC(=C1)OC2=CC=C(C=C2)NC(=O)NC3=CC(=C(C=C3)Cl)C(F)(F)F. Cell line: HS 578T. Synergy scores: CSS=24.4, Synergy_ZIP=-0.615, Synergy_Bliss=2.97, Synergy_Loewe=-18.7, Synergy_HSA=-1.96. (3) Drug 1: CC1=C(C=C(C=C1)C(=O)NC2=CC(=CC(=C2)C(F)(F)F)N3C=C(N=C3)C)NC4=NC=CC(=N4)C5=CN=CC=C5. Drug 2: CCC1=C2CN3C(=CC4=C(C3=O)COC(=O)C4(CC)O)C2=NC5=C1C=C(C=C5)O. Cell line: SK-OV-3. Synergy scores: CSS=2.80, Synergy_ZIP=1.00, Synergy_Bliss=1.95, Synergy_Loewe=-27.5, Synergy_HSA=-5.50. (4) Drug 2: CN(C)N=NC1=C(NC=N1)C(=O)N. Drug 1: CC1=CC2C(CCC3(C2CCC3(C(=O)C)OC(=O)C)C)C4(C1=CC(=O)CC4)C. Cell line: KM12. Synergy scores: CSS=-2.49, Synergy_ZIP=-6.17, Synergy_Bliss=-14.0, Synergy_Loewe=-15.2, Synergy_HSA=-12.8. (5) Drug 1: C1CC(C1)(C(=O)O)C(=O)O.[NH2-].[NH2-].[Pt+2]. Drug 2: CC1CCC2CC(C(=CC=CC=CC(CC(C(=O)C(C(C(=CC(C(=O)CC(OC(=O)C3CCCCN3C(=O)C(=O)C1(O2)O)C(C)CC4CCC(C(C4)OC)O)C)C)O)OC)C)C)C)OC. Cell line: NCI-H460. Synergy scores: CSS=1.04, Synergy_ZIP=-4.33, Synergy_Bliss=-2.20, Synergy_Loewe=-4.60, Synergy_HSA=-4.21. (6) Drug 1: CN(C)C1=NC(=NC(=N1)N(C)C)N(C)C. Drug 2: C1CC(=O)NC(=O)C1N2C(=O)C3=CC=CC=C3C2=O. Cell line: SK-MEL-28. Synergy scores: CSS=-7.53, Synergy_ZIP=2.00, Synergy_Bliss=-0.945, Synergy_Loewe=-5.07, Synergy_HSA=-5.53. (7) Drug 1: CC1=C(N=C(N=C1N)C(CC(=O)N)NCC(C(=O)N)N)C(=O)NC(C(C2=CN=CN2)OC3C(C(C(C(O3)CO)O)O)OC4C(C(C(C(O4)CO)O)OC(=O)N)O)C(=O)NC(C)C(C(C)C(=O)NC(C(C)O)C(=O)NCCC5=NC(=CS5)C6=NC(=CS6)C(=O)NCCC[S+](C)C)O. Drug 2: CCN(CC)CCCC(C)NC1=C2C=C(C=CC2=NC3=C1C=CC(=C3)Cl)OC. Cell line: UO-31. Synergy scores: CSS=13.8, Synergy_ZIP=-5.82, Synergy_Bliss=1.02, Synergy_Loewe=-1.04, Synergy_HSA=2.17.